Dataset: Reaction yield outcomes from USPTO patents with 853,638 reactions. Task: Predict the reaction yield, written as a fraction of the theoretical maximum amount of product (1.0 means a 100% yield; for example, 0.34 means a 34% yield). (1) The reactants are [F:1][C:2]1[CH:7]=[CH:6][CH:5]=[C:4]([F:8])[C:3]=1[CH3:9].[N+:10]([O-])([OH:12])=[O:11]. The catalyst is OS(O)(=O)=O. The product is [F:1][C:2]1[CH:7]=[CH:6][C:5]([N+:10]([O-:12])=[O:11])=[C:4]([F:8])[C:3]=1[CH3:9]. The yield is 0.780. (2) The reactants are [CH2:1]([N:4]1[CH2:16][CH2:15][C:14]2[C:13]3[C:8](=[CH:9][CH:10]=[CH:11][CH:12]=3)[N:7]([C:17](=[O:19])[CH3:18])[C:6]=2[CH2:5]1)[CH2:2][CH3:3].[N+:20]([O-])([O-:22])=[O:21].[K+]. The catalyst is OS(O)(=O)=O. The product is [N+:20]([C:10]1[CH:9]=[C:8]2[C:13]([C:14]3[CH2:15][CH2:16][N:4]([CH2:1][CH2:2][CH3:3])[CH2:5][C:6]=3[N:7]2[C:17](=[O:19])[CH3:18])=[CH:12][CH:11]=1)([O-:22])=[O:21]. The yield is 0.700. (3) The reactants are C1(C)C=CC(S(OCC([NH:15][C:16]([O:18][C:19]([CH3:22])([CH3:21])[CH3:20])=O)(C)C)(=O)=O)=CC=1.[OH-].[Na+]. The catalyst is CCOCC. The product is [C:19]([O:18][C:16](=[NH:15])[CH:20]=[C:19]([CH3:22])[CH3:21])([CH3:20])([CH3:21])[CH3:22]. The yield is 0.662. (4) The reactants are [CH:1]([C:4]1[N:9]=[C:8]([CH2:10]O)[CH:7]=[CH:6][CH:5]=1)([CH3:3])[CH3:2].S(Cl)([Cl:14])=O. The catalyst is C(Cl)Cl. The product is [ClH:14].[Cl:14][CH2:10][C:8]1[CH:7]=[CH:6][CH:5]=[C:4]([CH:1]([CH3:3])[CH3:2])[N:9]=1. The yield is 0.980. (5) The reactants are [CH3:1][N:2]1[C:7](=[O:8])[C:6]([C:9]2[CH:14]=[CH:13][N:12]=[CH:11][CH:10]=2)=[C:5]2[C:15](=[O:31])[N:16]([CH2:19][CH2:20][C:21]3[CH:30]=[CH:29][C:28]4[C:23](=[CH:24][CH:25]=[CH:26][CH:27]=4)[N:22]=3)[C:17](=O)[C:4]2=[CH:3]1.COC1C=CC(P2(SP(C3C=CC(OC)=CC=3)(=S)S2)=[S:41])=CC=1. The catalyst is C1(C)C=CC=CC=1. The product is [CH3:1][N:2]1[C:7](=[O:8])[C:6]([C:9]2[CH:14]=[CH:13][N:12]=[CH:11][CH:10]=2)=[C:5]2[C:15](=[O:31])[N:16]([CH2:19][CH2:20][C:21]3[CH:30]=[CH:29][C:28]4[C:23](=[CH:24][CH:25]=[CH:26][CH:27]=4)[N:22]=3)[C:17](=[S:41])[C:4]2=[CH:3]1. The yield is 0.190.